Dataset: Full USPTO retrosynthesis dataset with 1.9M reactions from patents (1976-2016). Task: Predict the reactants needed to synthesize the given product. (1) Given the product [CH2:30]([O:29][C:26]1[CH:27]=[CH:28][C:23]([N:18]2[CH2:19][CH2:20][N:15]([C:5]3[C:4]([CH3:21])=[C:3]([O:2][CH3:1])[C:11]4[O:10][C:9]([CH3:13])([CH3:12])[CH2:8][C:7]=4[C:6]=3[CH3:14])[CH2:16][CH2:17]2)=[CH:24][CH:25]=1)[CH3:31], predict the reactants needed to synthesize it. The reactants are: [CH3:1][O:2][C:3]1[C:11]2[O:10][C:9]([CH3:13])([CH3:12])[CH2:8][C:7]=2[C:6]([CH3:14])=[C:5]([N:15]2[CH2:20][CH2:19][NH:18][CH2:17][CH2:16]2)[C:4]=1[CH3:21].Br[C:23]1[CH:28]=[CH:27][C:26]([O:29][CH2:30][CH3:31])=[CH:25][CH:24]=1. (2) Given the product [C:1]([O:5][C:6]([N:8]1[CH2:12][C@@H:11]([C:13]2[CH:18]=[CH:17][CH:16]=[CH:15][CH:14]=2)[C@H:10]([CH2:19][F:27])[CH2:9]1)=[O:7])([CH3:4])([CH3:3])[CH3:2], predict the reactants needed to synthesize it. The reactants are: [C:1]([O:5][C:6]([N:8]1[CH2:12][C@@H:11]([C:13]2[CH:18]=[CH:17][CH:16]=[CH:15][CH:14]=2)[C@H:10]([CH2:19]O)[CH2:9]1)=[O:7])([CH3:4])([CH3:3])[CH3:2].C(N(S(F)(F)[F:27])CC)C.O.